Predict the reactants needed to synthesize the given product. From a dataset of Full USPTO retrosynthesis dataset with 1.9M reactions from patents (1976-2016). (1) Given the product [C:9]([NH:8][C:4]1[CH:3]=[C:2]2[C:7]([CH:27]=[C:21]([C:22]([OH:24])=[O:23])[C:20](=[O:19])[O:1]2)=[CH:6][CH:5]=1)(=[O:16])[C:10]1[CH:11]=[CH:12][CH:13]=[CH:14][CH:15]=1, predict the reactants needed to synthesize it. The reactants are: [OH:1][C:2]1[CH:3]=[C:4]([NH:8][C:9](=[O:16])[C:10]2[CH:15]=[CH:14][CH:13]=[CH:12][CH:11]=2)[CH:5]=[CH:6][CH:7]=1.C([O:19][CH:20]=[C:21]([C:27](OCC)=O)[C:22]([O:24]CC)=[O:23])C.O. (2) Given the product [CH3:31][N:27]1[C:28]([CH3:30])=[CH:29][C:25]([CH2:24][N:15]2[C:16]([CH3:19])([CH3:20])[C:17](=[O:18])[N:13]([C:11]3[CH:10]=[N:9][N:8]([CH2:7][C:6]4[C:2]([CH3:1])=[N:3][O:4][C:5]=4[CH3:22])[CH:12]=3)[C:14]2=[O:21])=[N:26]1, predict the reactants needed to synthesize it. The reactants are: [CH3:1][C:2]1[C:6]([CH2:7][N:8]2[CH:12]=[C:11]([N:13]3[C:17](=[O:18])[C:16]([CH3:20])([CH3:19])[NH:15][C:14]3=[O:21])[CH:10]=[N:9]2)=[C:5]([CH3:22])[O:4][N:3]=1.Cl[CH2:24][C:25]1[CH:29]=[C:28]([CH3:30])[N:27]([CH3:31])[N:26]=1. (3) Given the product [C:25]1([C@@H:31]([NH:33][C:21]([C:20]2[CH:24]=[C:16]([N:14]3[CH2:13][C@@H:11]4[CH2:12][N:8]([C:6]([O:5][C:1]([CH3:2])([CH3:3])[CH3:4])=[O:7])[CH2:9][C@@H:10]4[CH2:15]3)[CH:17]=[N:18][CH:19]=2)=[O:23])[CH3:32])[CH:30]=[CH:29][CH:28]=[CH:27][CH:26]=1, predict the reactants needed to synthesize it. The reactants are: [C:1]([O:5][C:6]([N:8]1[CH2:12][C@H:11]2[CH2:13][N:14]([C:16]3[CH:17]=[N:18][CH:19]=[C:20]([CH:24]=3)[C:21]([OH:23])=O)[CH2:15][C@H:10]2[CH2:9]1)=[O:7])([CH3:4])([CH3:3])[CH3:2].[C:25]1([C@@H:31]([NH2:33])[CH3:32])[CH:30]=[CH:29][CH:28]=[CH:27][CH:26]=1. (4) Given the product [CH3:1][N:2]1[CH2:3][CH2:4][N:5]([C:8]2[N:9]=[C:10]([CH2:17][S:18]([C:21]3[CH:22]=[CH:23][CH:24]=[CH:25][CH:26]=3)(=[O:20])=[O:19])[C:11]([NH2:14])=[CH:12][CH:13]=2)[CH2:6][CH2:7]1, predict the reactants needed to synthesize it. The reactants are: [CH3:1][N:2]1[CH2:7][CH2:6][N:5]([C:8]2[CH:13]=[CH:12][C:11]([N+:14]([O-])=O)=[C:10]([CH2:17][S:18]([C:21]3[CH:26]=[CH:25][CH:24]=[CH:23][CH:22]=3)(=[O:20])=[O:19])[N:9]=2)[CH2:4][CH2:3]1.C(O)C. (5) Given the product [C:32]([O:36][C:37](=[O:49])[CH2:38][O:39][C:40]1[CH:45]=[CH:44][C:43]([Cl:46])=[CH:42][C:41]=1[C:47]#[C:48][C:51]1[CH:64]=[CH:63][C:54]([C:55]([N:57]([CH2:59][CH2:60][CH2:61][CH3:62])[CH3:58])=[O:56])=[C:53]([S:65]([CH:68]([CH3:69])[CH3:70])(=[O:66])=[O:67])[CH:52]=1)([CH3:35])([CH3:34])[CH3:33], predict the reactants needed to synthesize it. The reactants are: C(OC(=O)COC1C=CC(Cl)=CC=1C#CC1C=C(S(CCC)(=O)=O)C=CC=1F)(C)(C)C.[C:32]([O:36][C:37](=[O:49])[CH2:38][O:39][C:40]1[CH:45]=[CH:44][C:43]([Cl:46])=[CH:42][C:41]=1[C:47]#[CH:48])([CH3:35])([CH3:34])[CH3:33].Br[C:51]1[CH:64]=[CH:63][C:54]([C:55]([N:57]([CH2:59][CH2:60][CH2:61][CH3:62])[CH3:58])=[O:56])=[C:53]([S:65]([CH:68]([CH3:70])[CH3:69])(=[O:67])=[O:66])[CH:52]=1.